Dataset: Full USPTO retrosynthesis dataset with 1.9M reactions from patents (1976-2016). Task: Predict the reactants needed to synthesize the given product. (1) Given the product [Cl:31][C:28]1[S:27][C:26]([C:24]2[CH:23]=[C:22]([C:32]([F:33])([F:34])[F:35])[N:21]=[C:20]([C:16]3[CH:15]=[C:14]([C:11]4[S:10][C:9]([S:6]([NH2:5])(=[O:8])=[O:7])=[CH:13][CH:12]=4)[CH:19]=[CH:18][CH:17]=3)[N:25]=2)=[CH:30][CH:29]=1, predict the reactants needed to synthesize it. The reactants are: C([NH:5][S:6]([C:9]1[S:10][C:11]([C:14]2[CH:19]=[CH:18][CH:17]=[C:16]([C:20]3[N:25]=[C:24]([C:26]4[S:27][C:28]([Cl:31])=[CH:29][CH:30]=4)[CH:23]=[C:22]([C:32]([F:35])([F:34])[F:33])[N:21]=3)[CH:15]=2)=[CH:12][CH:13]=1)(=[O:8])=[O:7])(C)(C)C.C(O)(C(F)(F)F)=O. (2) Given the product [CH3:1][O:2][C:3](=[O:12])[CH2:4][C:5]1[CH:10]=[CH:9][C:8]([O:11][CH2:14][CH2:15][CH2:16][CH2:17][CH2:18][CH2:19][CH2:20][CH2:21][CH2:22][CH3:23])=[CH:7][CH:6]=1, predict the reactants needed to synthesize it. The reactants are: [CH3:1][O:2][C:3](=[O:12])[CH2:4][C:5]1[CH:10]=[CH:9][C:8]([OH:11])=[CH:7][CH:6]=1.I[CH2:14][CH2:15][CH2:16][CH2:17][CH2:18][CH2:19][CH2:20][CH2:21][CH2:22][CH3:23]. (3) Given the product [CH:7]1[CH:8]=[CH:9][CH:10]=[C:5]2[N:4]=[C:3]3[CH:1]=[C:2]4[C:3](=[N:4][C:5]5[C:10]4=[CH:9][CH:8]=[CH:7][CH:6]=5)[CH:29]=[C:28]3[C:6]=12, predict the reactants needed to synthesize it. The reactants are: [CH2:1](C1C2C(=CC=CC=2)NC=1)[C:2]1[C:10]2[C:5](=[CH:6][CH:7]=[CH:8][CH:9]=2)[NH:4][CH:3]=1.C(O[CH2:28][CH3:29])(OCC)OCC. (4) Given the product [CH:13]1([CH2:16][CH2:17][O:18][C:6]([N:44]2[CH2:43][CH2:42][CH:41]([S:40][C:39]3[N:38]=[CH:37][N:36]=[C:35]4[N:31]([C:22]5[CH:23]=[CH:24][C:25]([S:27]([CH3:30])(=[O:29])=[O:28])=[CH:26][C:21]=5[F:20])[N:32]=[CH:33][C:34]=34)[CH2:46][CH2:45]2)=[O:7])[CH2:15][CH2:14]1, predict the reactants needed to synthesize it. The reactants are: N1([C:6](N2C=CN=C2)=[O:7])C=CN=C1.[CH:13]1([CH2:16][CH2:17][OH:18])[CH2:15][CH2:14]1.Cl.[F:20][C:21]1[CH:26]=[C:25]([S:27]([CH3:30])(=[O:29])=[O:28])[CH:24]=[CH:23][C:22]=1[N:31]1[C:35]2=[N:36][CH:37]=[N:38][C:39]([S:40][CH:41]3[CH2:46][CH2:45][NH:44][CH2:43][CH2:42]3)=[C:34]2[CH:33]=[N:32]1.C(N(CC)CC)C. (5) Given the product [CH3:1][O:2][C:3](=[O:15])[C:4](=[O:14])[CH:5]([Cl:13])[C:6]1[CH:11]=[CH:10][C:9]([CH3:16])=[CH:8][CH:7]=1, predict the reactants needed to synthesize it. The reactants are: [CH3:1][O:2][C:3](=[O:15])[C:4](=[O:14])[CH:5]([Cl:13])[C:6]1[CH:11]=[CH:10][C:9](F)=[CH:8][CH:7]=1.[CH3:16]C1C=CC(C=O)=CC=1.FC1C=CC(C=O)=CC=1. (6) Given the product [ClH:38].[F:1][C:2]1[CH:3]=[CH:4][C:5]([CH2:8][O:9][C:10]2[CH:15]=[CH:14][N:13]([C:16]3[CH:21]=[CH:20][C:19]4[C:22]5[CH2:28][CH2:27][NH:26][CH2:25][CH2:24][C:23]=5[S:36][C:18]=4[CH:17]=3)[C:12](=[O:37])[CH:11]=2)=[N:6][CH:7]=1, predict the reactants needed to synthesize it. The reactants are: [F:1][C:2]1[CH:3]=[CH:4][C:5]([CH2:8][O:9][C:10]2[CH:15]=[CH:14][N:13]([C:16]3[CH:21]=[CH:20][C:19]4[C:22]5[CH2:28][CH2:27][N:26](C(OC(C)(C)C)=O)[CH2:25][CH2:24][C:23]=5[S:36][C:18]=4[CH:17]=3)[C:12](=[O:37])[CH:11]=2)=[N:6][CH:7]=1.[ClH:38].